From a dataset of Full USPTO retrosynthesis dataset with 1.9M reactions from patents (1976-2016). Predict the reactants needed to synthesize the given product. Given the product [C:1]([O:5][C:6]([N:8]1[CH2:13][CH2:12][N:11]([CH:16]2[CH2:17][O:14][CH2:15]2)[CH2:10][CH2:9]1)=[O:7])([CH3:4])([CH3:2])[CH3:3], predict the reactants needed to synthesize it. The reactants are: [C:1]([O:5][C:6]([N:8]1[CH2:13][CH2:12][NH:11][CH2:10][CH2:9]1)=[O:7])([CH3:4])([CH3:3])[CH3:2].[O:14]1[CH2:17][C:16](=O)[CH2:15]1.C(O[BH-](OC(=O)C)OC(=O)C)(=O)C.[Na+].